This data is from Forward reaction prediction with 1.9M reactions from USPTO patents (1976-2016). The task is: Predict the product of the given reaction. (1) Given the reactants CO[C:3](=[O:24])[C:4]1[CH:9]=[CH:8][C:7](/[CH:10]=[CH:11]/[C:12]2[C:13]([C:18]3[CH:23]=[CH:22][CH:21]=[CH:20][CH:19]=3)=[N:14][O:15][C:16]=2[CH3:17])=[N:6][CH:5]=1.[CH2:25]([CH2:27][NH2:28])[OH:26], predict the reaction product. The product is: [OH:26][CH2:25][CH2:27][NH:28][C:3](=[O:24])[C:4]1[CH:9]=[CH:8][C:7](/[CH:10]=[CH:11]/[C:12]2[C:13]([C:18]3[CH:19]=[CH:20][CH:21]=[CH:22][CH:23]=3)=[N:14][O:15][C:16]=2[CH3:17])=[N:6][CH:5]=1. (2) The product is: [NH:1]1[C:9]2[C:4](=[CH:5][CH:6]=[CH:7][C:8]=2[C:10]([O:12][CH2:13][CH3:20])=[O:11])[CH:3]=[CH:2]1.[NH:1]1[C:9]2[C:4](=[CH:5][CH:6]=[CH:7][C:8]=2[CH2:10][OH:11])[CH:3]=[CH:2]1. Given the reactants [NH:1]1[C:9]2[C:4](=[CH:5][CH:6]=[CH:7][C:8]=2[C:10]([O:12][CH3:13])=[O:11])[CH:3]=[CH:2]1.[H-].[H-].[H-].[H-].[Li+].[Al+3].[CH2:20]1COCC1, predict the reaction product. (3) Given the reactants Br[C:2]1[C:3]([N:8]2[C:12]([CH3:13])=[C:11]([C:14]([N:16]([CH3:23])[C:17]3[CH:18]=[N:19][CH:20]=[CH:21][CH:22]=3)=[O:15])[CH:10]=[N:9]2)=[N:4][CH:5]=[CH:6][CH:7]=1.[C:24]1(P(C2C=CC=CC=2)C2C=CC=CC=2)C=CC=C[CH:25]=1.C(C([Sn])=C(CCCC)CCCC)CCC, predict the reaction product. The product is: [CH:24]([C:2]1[C:3]([N:8]2[C:12]([CH3:13])=[C:11]([C:14]([N:16]([CH3:23])[C:17]3[CH:18]=[N:19][CH:20]=[CH:21][CH:22]=3)=[O:15])[CH:10]=[N:9]2)=[N:4][CH:5]=[CH:6][CH:7]=1)=[CH2:25]. (4) Given the reactants [NH2:1][C:2]1[CH:7]=[CH:6][CH:5]=[CH:4][C:3]=1[SH:8].Cl[CH2:10][C:11](=O)[CH2:12][C:13]([O:15][CH2:16][CH3:17])=[O:14], predict the reaction product. The product is: [S:8]1[C:3]2[CH:4]=[CH:5][CH:6]=[CH:7][C:2]=2[NH:1]/[C:11](=[CH:12]/[C:13]([O:15][CH2:16][CH3:17])=[O:14])/[CH2:10]1. (5) Given the reactants [NH2:1][C:2]1[N:7]=[C:6]([N:8]2[CH2:22][CH2:21][C:11]3([CH2:16][CH:15]([C:17]([O:19]C)=[O:18])[NH:14][CH2:13][CH2:12]3)[CH2:10][CH2:9]2)[CH:5]=[C:4]([O:23][C@H:24]([C:29]2[CH:34]=[CH:33][C:32]([Cl:35])=[CH:31][C:30]=2[N:36]2[CH:40]=[CH:39][C:38]([CH3:41])=[N:37]2)[C:25]([F:28])([F:27])[F:26])[N:3]=1.[Li+].[OH-], predict the reaction product. The product is: [NH2:1][C:2]1[N:7]=[C:6]([N:8]2[CH2:9][CH2:10][C:11]3([CH2:16][CH:15]([C:17]([OH:19])=[O:18])[NH:14][CH2:13][CH2:12]3)[CH2:21][CH2:22]2)[CH:5]=[C:4]([O:23][C@H:24]([C:29]2[CH:34]=[CH:33][C:32]([Cl:35])=[CH:31][C:30]=2[N:36]2[CH:40]=[CH:39][C:38]([CH3:41])=[N:37]2)[C:25]([F:26])([F:28])[F:27])[N:3]=1. (6) Given the reactants [F:1][C:2]1[CH:3]=[C:4]([CH:29]=[C:30]([N:32]2[CH2:37][CH2:36][CH2:35][CH2:34][CH2:33]2)[CH:31]=1)[C:5]([NH:7][C:8]1[C:17]2[C:12](=[CH:13][CH:14]=[CH:15][CH:16]=2)[C:11]([O:18][C:19]2[CH:24]=[CH:23][N:22]=[C:21](S(C)(=O)=O)[N:20]=2)=[CH:10][CH:9]=1)=[O:6].[F:38][C:39]1([F:45])[CH2:44][CH2:43][NH:42][CH2:41][CH2:40]1, predict the reaction product. The product is: [F:38][C:39]1([F:45])[CH2:44][CH2:43][N:42]([C:21]2[N:20]=[C:19]([O:18][C:11]3[C:12]4[C:17](=[CH:16][CH:15]=[CH:14][CH:13]=4)[C:8]([NH:7][C:5](=[O:6])[C:4]4[CH:29]=[C:30]([N:32]5[CH2:37][CH2:36][CH2:35][CH2:34][CH2:33]5)[CH:31]=[C:2]([F:1])[CH:3]=4)=[CH:9][CH:10]=3)[CH:24]=[CH:23][N:22]=2)[CH2:41][CH2:40]1. (7) Given the reactants [CH3:1][O:2][C:3]1[CH:8]=[CH:7][C:6]([S:9][CH2:10][CH2:11][NH:12][C:13](=[O:16])[O:14][CH3:15])=[CH:5][CH:4]=1.C=O.[C:19]([O-])([O-])=[O:20].[Cs+].[Cs+], predict the reaction product. The product is: [OH:20][CH2:19][N:12]([CH2:11][CH2:10][S:9][C:6]1[CH:7]=[CH:8][C:3]([O:2][CH3:1])=[CH:4][CH:5]=1)[C:13](=[O:16])[O:14][CH3:15]. (8) Given the reactants FC1C=C(C[C@H](C2C([C:34]3[CH:35]=[CH:36][C:37]([F:43])=[C:38]([CH:42]=3)[C:39]([NH2:41])=[O:40])=CN=C(NCCOC)N=2)NC(=O)CN2C3CCCCC=3C(C(F)(F)F)=N2)C=C(F)C=1.Br[C:50]1[C:51]([C@@H:61]([NH:71][C:72](=[O:90])[CH2:73][N:74]2[C:82]3[C:81]([F:84])([F:83])[CH2:80][CH2:79][C:78]([F:86])([F:85])[C:77]=3[C:76]([CH:87]([F:89])[F:88])=[N:75]2)[CH2:62][C:63]2[CH:68]=[C:67]([F:69])[CH:66]=[C:65]([F:70])[CH:64]=2)=[N:52][C:53]([NH:56][CH2:57][CH2:58][O:59][CH3:60])=[N:54][CH:55]=1, predict the reaction product. The product is: [F:89][CH:87]([F:88])[C:76]1[C:77]2[C:78]([F:86])([F:85])[CH2:79][CH2:80][C:81]([F:84])([F:83])[C:82]=2[N:74]([CH2:73][C:72]([NH:71][C@H:61]([C:51]2[C:50]([C:34]3[CH:35]=[CH:36][C:37]([F:43])=[C:38]([CH:42]=3)[C:39]([NH2:41])=[O:40])=[CH:55][N:54]=[C:53]([NH:56][CH2:57][CH2:58][O:59][CH3:60])[N:52]=2)[CH2:62][C:63]2[CH:64]=[C:65]([F:70])[CH:66]=[C:67]([F:69])[CH:68]=2)=[O:90])[N:75]=1. (9) Given the reactants [NH2:1][C:2]1[CH:7]=[CH:6][C:5]([C:8]2[CH:13]=[CH:12][C:11]([C:14]([F:17])([F:16])[F:15])=[CH:10][CH:9]=2)=[CH:4][C:3]=1[CH2:18][NH:19][CH2:20][C:21]([O:23]CC)=O.O.ON1C2C=CC=CC=2N=N1, predict the reaction product. The product is: [F:17][C:14]([F:16])([F:15])[C:11]1[CH:10]=[CH:9][C:8]([C:5]2[CH:6]=[CH:7][C:2]3[NH:1][C:21](=[O:23])[CH2:20][NH:19][CH2:18][C:3]=3[CH:4]=2)=[CH:13][CH:12]=1.